Dataset: Full USPTO retrosynthesis dataset with 1.9M reactions from patents (1976-2016). Task: Predict the reactants needed to synthesize the given product. (1) Given the product [OH:19][C:14]([CH3:18])([CH3:13])[CH2:15][N:16]([CH3:17])[C:10]([C:4]1[C:5]([N+:7]([O-:9])=[O:8])=[CH:6][N:2]([CH3:1])[N:3]=1)=[O:12], predict the reactants needed to synthesize it. The reactants are: [CH3:1][N:2]1[CH:6]=[C:5]([N+:7]([O-:9])=[O:8])[C:4]([C:10]([OH:12])=O)=[N:3]1.[CH3:13][C:14]([OH:19])([CH3:18])[CH2:15][NH:16][CH3:17].CN(C(ON1N=NC2C=CC=NC1=2)=[N+](C)C)C.F[P-](F)(F)(F)(F)F.CN1CCOCC1.Cl. (2) Given the product [Br:1][C:2]1[CH:3]=[C:4]([C:14]([NH:17][C@@H:18]([CH2:31][C:32]2[CH:37]=[CH:36][CH:35]=[CH:34][C:33]=2[C:38]([F:41])([F:39])[F:40])[CH2:19][N:20]2[C:28](=[O:29])[C:27]3[C:22](=[CH:23][CH:24]=[CH:25][CH:26]=3)[C:21]2=[O:30])=[O:16])[S:5][C:6]=1[C:7]1[N:11]([CH3:12])[N:10]=[CH:9][C:8]=1[Br:13], predict the reactants needed to synthesize it. The reactants are: [Br:1][C:2]1[CH:3]=[C:4]([C:14]([OH:16])=O)[S:5][C:6]=1[C:7]1[N:11]([CH3:12])[N:10]=[CH:9][C:8]=1[Br:13].[NH2:17][C@@H:18]([CH2:31][C:32]1[CH:37]=[CH:36][CH:35]=[CH:34][C:33]=1[C:38]([F:41])([F:40])[F:39])[CH2:19][N:20]1[C:28](=[O:29])[C:27]2[C:22](=[CH:23][CH:24]=[CH:25][CH:26]=2)[C:21]1=[O:30].C1CN([P+](Br)(N2CCCC2)N2CCCC2)CC1.F[P-](F)(F)(F)(F)F.CCN(C(C)C)C(C)C. (3) The reactants are: [C-:1]#[N:2].[K+].[CH3:4][O:5][C:6]([CH:8]1[C:12](=O)[CH2:11][O:10][CH2:9]1)=[O:7].OS(O)(=O)=O. Given the product [CH3:4][O:5][C:6]([CH:8]1[CH:12]([C:1]#[N:2])[CH2:11][O:10][CH2:9]1)=[O:7], predict the reactants needed to synthesize it. (4) Given the product [Si:18]([O:17][CH:12]1[CH2:13][CH2:14][CH2:15][N:10]([C:9]([O:8][CH2:1][C:2]2[CH:7]=[CH:6][CH:5]=[CH:4][CH:3]=2)=[O:26])[C@H:11]1[CH3:25])([C:21]([CH3:23])([CH3:22])[CH3:24])([CH3:19])[CH3:20], predict the reactants needed to synthesize it. The reactants are: [CH2:1]([O:8][C:9](=[O:26])[NH:10][C@@H:11]([CH3:25])[CH:12]([O:17][Si:18]([C:21]([CH3:24])([CH3:23])[CH3:22])([CH3:20])[CH3:19])[CH2:13][CH2:14][CH2:15]O)[C:2]1[CH:7]=[CH:6][CH:5]=[CH:4][CH:3]=1.C(N(CC)CC)C.CS(Cl)(=O)=O.O. (5) Given the product [CH3:33][C:32]([CH3:35])([CH3:34])[CH2:36][C:37]([N:12]1[CH2:13][CH2:14][CH:9]([O:8][C:7]2[CH:6]=[CH:5][C:4]([NH:15][C:16]3[C:17]4[CH:25]=[C:24]([N:26]5[CH2:31][CH2:30][O:29][CH2:28][CH2:27]5)[N:23]=[CH:22][C:18]=4[N:19]=[CH:20][N:21]=3)=[CH:3][C:2]=2[CH3:1])[CH2:10][CH2:11]1)=[O:38], predict the reactants needed to synthesize it. The reactants are: [CH3:1][C:2]1[CH:3]=[C:4]([NH:15][C:16]2[C:17]3[CH:25]=[C:24]([N:26]4[CH2:31][CH2:30][O:29][CH2:28][CH2:27]4)[N:23]=[CH:22][C:18]=3[N:19]=[CH:20][N:21]=2)[CH:5]=[CH:6][C:7]=1[O:8][CH:9]1[CH2:14][CH2:13][NH:12][CH2:11][CH2:10]1.[C:32]([CH2:36][C:37](Cl)=[O:38])([CH3:35])([CH3:34])[CH3:33].C1(C(N2CCC(OC3C=CC(NC4C5C=C(F)N=CC=5N=CN=4)=CC=3C)CC2)=O)CCCC1.